Dataset: Reaction yield outcomes from USPTO patents with 853,638 reactions. Task: Predict the reaction yield, written as a fraction of the theoretical maximum amount of product (1.0 means a 100% yield; for example, 0.34 means a 34% yield). (1) The reactants are [CH2:1]([O:8][C:9]1[N:10]=[N:11][C:12](Cl)=[CH:13][CH:14]=1)[C:2]1[CH:7]=[CH:6][CH:5]=[CH:4][CH:3]=1.NC(N)=[S:18]. The catalyst is CC(CC)=O. The product is [CH2:1]([O:8][C:9]1[N:10]=[N:11][C:12]([SH:18])=[CH:13][CH:14]=1)[C:2]1[CH:7]=[CH:6][CH:5]=[CH:4][CH:3]=1. The yield is 0.150. (2) The yield is 0.560. The catalyst is C1COCC1. The reactants are [Li+].[BH4-].C([O:5][C:6](=O)[CH:7]([C:9]1[N:18]=[C:17]2[C:12]([CH2:13][CH2:14][CH2:15][N:16]2[C:19]([O:21][C:22]([CH3:25])([CH3:24])[CH3:23])=[O:20])=[CH:11][CH:10]=1)[CH3:8])C.O. The product is [OH:5][CH2:6][CH:7]([C:9]1[N:18]=[C:17]2[C:12]([CH2:13][CH2:14][CH2:15][N:16]2[C:19]([O:21][C:22]([CH3:23])([CH3:25])[CH3:24])=[O:20])=[CH:11][CH:10]=1)[CH3:8]. (3) The reactants are [NH2:1][C:2]1[CH:7]=[C:6]([C:8]#[N:9])[CH:5]=[CH:4][N:3]=1.Cl.[NH2:11][OH:12].C(=O)([O-])[O-].[Na+].[Na+]. The catalyst is O.C(O)C. The product is [NH2:1][C:2]1[CH:7]=[C:6]([C:8]([NH:11][OH:12])=[NH:9])[CH:5]=[CH:4][N:3]=1. The yield is 0.680. (4) The reactants are [Si]([O:8][CH2:9][CH2:10][C:11]1[N:15]([CH3:16])[N:14]=[C:13]([C:17]2[CH:22]=[CH:21][C:20]([O:23]C)=[CH:19][CH:18]=2)[C:12]=1[C:25]1[C:26]([CH3:31])=[N:27][O:28][C:29]=1[CH3:30])(C(C)(C)C)(C)C.B(F)(F)F. The catalyst is C(Cl)Cl. The product is [CH3:31][C:26]1[C:25]([C:12]2[C:13]([C:17]3[CH:18]=[CH:19][C:20]([OH:23])=[CH:21][CH:22]=3)=[N:14][N:15]([CH3:16])[C:11]=2[CH2:10][CH2:9][OH:8])=[C:29]([CH3:30])[O:28][N:27]=1. The yield is 0.970. (5) The reactants are [Cl:1][C:2]1[C:11]([N:12]2[C:16](=[O:17])[NH:15][N:14]=[N:13]2)=[C:10]([Cl:18])[CH:9]=[CH:8][C:3]=1[C:4]([O:6][CH3:7])=[O:5].CI.[C:21](=O)([O-])[O-].[K+].[K+].O. The catalyst is CN(C)C=O. The product is [Cl:1][C:2]1[C:11]([N:12]2[C:16](=[O:17])[N:15]([CH3:21])[N:14]=[N:13]2)=[C:10]([Cl:18])[CH:9]=[CH:8][C:3]=1[C:4]([O:6][CH3:7])=[O:5]. The yield is 0.980. (6) The reactants are [CH3:1][O:2][C:3]1[CH:4]=[CH:5][C:6]2[N:10]([CH3:11])[C:9](=[O:12])[N:8]([CH2:13][C@H:14]3[CH2:19][CH2:18][C@H:17]([C:20]([NH:22][NH:23][C:24]([C:26]4[C:27]([C:32]([F:35])([F:34])[F:33])=[N:28][N:29]([CH3:31])[CH:30]=4)=[O:25])=O)[CH2:16][CH2:15]3)[C:7]=2[CH:36]=1.S(Cl)(C1C=CC(C)=CC=1)(=O)=O. The catalyst is CN(C1C=CN=CC=1)C.C(Cl)Cl. The product is [CH3:1][O:2][C:3]1[CH:4]=[CH:5][C:6]2[N:10]([CH3:11])[C:9](=[O:12])[N:8]([CH2:13][C@H:14]3[CH2:19][CH2:18][C@H:17]([C:20]4[O:25][C:24]([C:26]5[C:27]([C:32]([F:35])([F:34])[F:33])=[N:28][N:29]([CH3:31])[CH:30]=5)=[N:23][N:22]=4)[CH2:16][CH2:15]3)[C:7]=2[CH:36]=1. The yield is 0.290. (7) The reactants are [Br:1][C:2]1[CH:3]=[N:4][C:5]2[N:6]([N:8]=[C:9]([CH2:11][OH:12])[N:10]=2)[CH:7]=1.C(OI(C1C=CC=CC=1)OC(=O)C)(=O)C.CC1(C)N([O])C(C)(C)CCC1.CC(OC)(C)C. The catalyst is ClCCl. The product is [Br:1][C:2]1[CH:3]=[N:4][C:5]2[N:6]([N:8]=[C:9]([CH:11]=[O:12])[N:10]=2)[CH:7]=1. The yield is 0.750.